Dataset: Catalyst prediction with 721,799 reactions and 888 catalyst types from USPTO. Task: Predict which catalyst facilitates the given reaction. (1) The catalyst class is: 2. Product: [O:7]=[C:2]1[NH:1][CH2:6][CH2:5][N:4]([C:16]([O:18][CH2:19][CH3:20])=[O:17])[CH2:3]1. Reactant: [NH:1]1[CH2:6][CH2:5][NH:4][CH2:3][C:2]1=[O:7].C(N(CC)CC)C.Cl[C:16]([O:18][CH2:19][CH3:20])=[O:17]. (2) Reactant: [CH2:1]([C:5]1[O:6][C:7]2[CH:15]=[CH:14][CH:13]=[CH:12][C:8]=2[C:9]=1[CH:10]=O)[CH2:2][CH2:3][CH3:4].C([O-])(=O)C.[Na+].Cl.[NH2:22][OH:23]. Product: [CH2:1]([C:5]1[O:6][C:7]2[CH:15]=[CH:14][CH:13]=[CH:12][C:8]=2[C:9]=1[CH:10]=[N:22][OH:23])[CH2:2][CH2:3][CH3:4]. The catalyst class is: 24. (3) Reactant: [F:1][C:2]1[C:10]([OH:11])=CC=[C:7]2[C:3]=1[CH:4]=[CH:5][N:6]2[Si:12]([CH:19]([CH3:21])[CH3:20])([CH:16]([CH3:18])[CH3:17])[CH:13]([CH3:15])[CH3:14].C[CH2:23][N:24](CC)CC.[C:29](Cl)(=[O:34])[C:30]([CH3:33])([CH3:32])[CH3:31]. Product: [F:1][C:2]1[C:10]([O:11][C:29](=[O:34])[C:30]([CH3:33])([CH3:32])[CH3:31])=[CH:23][N:24]=[C:7]2[N:6]([Si:12]([CH:19]([CH3:20])[CH3:21])([CH:16]([CH3:18])[CH3:17])[CH:13]([CH3:14])[CH3:15])[CH:5]=[CH:4][C:3]=12. The catalyst class is: 2. (4) Reactant: [Cl:1][C:2]1[CH:3]=[C:4]([NH:19][C:20]2[C:30]3[CH:29]=[C:28]([C:31](O)=[O:32])[CH2:27][CH2:26][NH:25][C:24]=3[N:23]=[CH:22][N:21]=2)[CH:5]=[CH:6][C:7]=1[O:8][C:9]1[CH:14]=[CH:13][CH:12]=[C:11]([C:15]([F:18])([F:17])[F:16])[CH:10]=1.C(N(CC)CC)C.ClC(OCC(C)C)=O.[BH4-].[Na+]. Product: [Cl:1][C:2]1[CH:3]=[C:4]([NH:19][C:20]2[C:30]3[CH:29]=[C:28]([CH2:31][OH:32])[CH2:27][CH2:26][NH:25][C:24]=3[N:23]=[CH:22][N:21]=2)[CH:5]=[CH:6][C:7]=1[O:8][C:9]1[CH:14]=[CH:13][CH:12]=[C:11]([C:15]([F:18])([F:16])[F:17])[CH:10]=1. The catalyst class is: 193. (5) Reactant: CO[C:3]1[CH:16]=[N:15][C:6]2[N:7]=[CH:8][C:9](=O)[N:10](CC=O)[C:5]=2[CH:4]=1.[O:17]1[C:26]2[CH:25]=[C:24]([CH2:27][N:28]([CH:36]3[CH2:41][CH2:40][NH:39][CH2:38][CH2:37]3)[C:29](=[O:35])[O:30][C:31]([CH3:34])([CH3:33])[CH3:32])[N:23]=[CH:22][C:21]=2[O:20][CH2:19][CH2:18]1.[BH-](O[C:52]([CH3:54])=[O:53])(OC(C)=O)OC(C)=O.[Na+].[C:56]([O-:59])(O)=O.[Na+]. Product: [O:17]1[C:26]2[CH:25]=[C:24]([CH2:27][N:28]([CH:36]3[CH2:41][CH2:40][N:39]([CH2:9][CH2:8][N:7]4[C:52](=[O:53])[CH:54]=[N:10][C:5]5[CH:4]=[CH:3][C:16]([O:59][CH3:56])=[N:15][C:6]4=5)[CH2:38][CH2:37]3)[C:29](=[O:35])[O:30][C:31]([CH3:34])([CH3:33])[CH3:32])[N:23]=[CH:22][C:21]=2[O:20][CH2:19][CH2:18]1. The catalyst class is: 22. (6) Reactant: [NH2:1][C:2]1[CH:7]=[CH:6][C:5]([S:8]([N:11]([C:13]2[CH:33]=[CH:32][C:16]3[N:17]([CH2:25][CH:26]4[CH2:31][CH2:30][O:29][CH2:28][CH2:27]4)[C:18]([C:20]([O:23][CH3:24])([CH3:22])[CH3:21])=[N:19][C:15]=3[CH:14]=2)[CH3:12])(=[O:10])=[O:9])=[CH:4][CH:3]=1.[C:34]([O:37][CH2:38][C:39](Cl)=[O:40])(=[O:36])[CH3:35]. Product: [C:34]([O:37][CH2:38][C:39]([NH:1][C:2]1[CH:7]=[CH:6][C:5]([S:8]([N:11]([C:13]2[CH:33]=[CH:32][C:16]3[N:17]([CH2:25][CH:26]4[CH2:27][CH2:28][O:29][CH2:30][CH2:31]4)[C:18]([C:20]([O:23][CH3:24])([CH3:22])[CH3:21])=[N:19][C:15]=3[CH:14]=2)[CH3:12])(=[O:10])=[O:9])=[CH:4][CH:3]=1)=[O:40])(=[O:36])[CH3:35]. The catalyst class is: 649. (7) Reactant: [CH:1]([C:4]1[CH:10]=[CH:9][C:7]([NH2:8])=[CH:6][CH:5]=1)([CH3:3])[CH3:2].C(N(CC)CC)C.Cl[CH2:19][C:20](Cl)=[O:21].[NH2:23][C:24]1[N:25]([CH2:30][CH3:31])[C:26]([SH:29])=[N:27][N:28]=1.C(=O)([O-])[O-].[Cs+].[Cs+]. Product: [NH2:23][C:24]1[N:25]([CH2:30][CH3:31])[C:26]([S:29][CH2:19][C:20]([NH:8][C:7]2[CH:9]=[CH:10][C:4]([CH:1]([CH3:3])[CH3:2])=[CH:5][CH:6]=2)=[O:21])=[N:27][N:28]=1. The catalyst class is: 2. (8) Reactant: [CH3:1][C:2]1[O:6][C:5]([CH:7]([NH2:13])[C:8]2([CH3:12])[CH2:11][O:10][CH2:9]2)=[CH:4][CH:3]=1.C([O:16][C:17]1[C:20](=[O:21])[C:19](=O)[C:18]=1[NH:23][C:24]1[C:25]([OH:33])=[C:26]([CH:30]=[CH:31][CH:32]=1)[C:27]([OH:29])=[O:28])C. Product: [OH:33][C:25]1[C:24]([NH:23][C:18]2[C:17](=[O:16])[C:20](=[O:21])[C:19]=2[NH:13][CH:7]([C:5]2[O:6][C:2]([CH3:1])=[CH:3][CH:4]=2)[C:8]2([CH3:12])[CH2:9][O:10][CH2:11]2)=[CH:32][CH:31]=[CH:30][C:26]=1[C:27]([OH:29])=[O:28]. The catalyst class is: 5. (9) Reactant: [Cl:1][C:2]1[CH:3]=[C:4]([N:8]2[C:12]3[C:13]([C:19]([F:22])([F:21])[F:20])=[CH:14][C:15]([C:17]#[N:18])=[CH:16][C:11]=3[NH:10][C:9]2=[O:23])[CH:5]=[CH:6][CH:7]=1.[H-].[Na+].[CH3:26][CH2:27][N:28]([CH2:31][CH2:32]Cl)[CH2:29][CH3:30].Cl.[C:35](=[O:38])(O)[O-:36].[Na+]. Product: [F:20][C:19]([F:22])([F:21])[C:35]([OH:36])=[O:38].[Cl:1][C:2]1[CH:3]=[C:4]([N:8]2[C:12]3[C:13]([C:19]([F:21])([F:22])[F:20])=[CH:14][C:15]([C:17]([NH2:18])=[O:36])=[CH:16][C:11]=3[N:10]([CH2:26][CH2:27][N:28]([CH2:31][CH3:32])[CH2:29][CH3:30])[C:9]2=[O:23])[CH:5]=[CH:6][CH:7]=1. The catalyst class is: 289.